From a dataset of Reaction yield outcomes from USPTO patents with 853,638 reactions. Predict the reaction yield, written as a fraction of the theoretical maximum amount of product (1.0 means a 100% yield; for example, 0.34 means a 34% yield). The reactants are [NH2:1][C:2]1[CH:3]=[N:4][CH:5]=[CH:6][C:7]=1[N:8]1[CH2:13][CH2:12][C@@H:11]([NH:14][C:15](=[O:21])[O:16][C:17]([CH3:20])([CH3:19])[CH3:18])[C@H:10]([O:22][Si:23]([C:26]([CH3:29])([CH3:28])[CH3:27])([CH3:25])[CH3:24])[CH2:9]1.[NH2:30][C:31]1[C:32]([C:38](O)=[O:39])=[N:33][C:34]([Br:37])=[CH:35][CH:36]=1. No catalyst specified. The product is [NH2:30][C:31]1[C:32]([C:38]([NH:1][C:2]2[CH:3]=[N:4][CH:5]=[CH:6][C:7]=2[N:8]2[CH2:13][CH2:12][C@@H:11]([NH:14][C:15](=[O:21])[O:16][C:17]([CH3:19])([CH3:20])[CH3:18])[C@H:10]([O:22][Si:23]([C:26]([CH3:29])([CH3:28])[CH3:27])([CH3:25])[CH3:24])[CH2:9]2)=[O:39])=[N:33][C:34]([Br:37])=[CH:35][CH:36]=1. The yield is 0.200.